From a dataset of Reaction yield outcomes from USPTO patents with 853,638 reactions. Predict the reaction yield, written as a fraction of the theoretical maximum amount of product (1.0 means a 100% yield; for example, 0.34 means a 34% yield). The reactants are [F-].C([N+](CCCC)(CCCC)CCCC)CCC.O1CCCC1.[CH2:24]([C:28]1[C:33]([CH2:34][C:35]2[CH:40]=[CH:39][C:38]([C:41]3[CH:46]=[CH:45][CH:44]=[CH:43][C:42]=3[C:47]3[NH:51][C:50](=[O:52])[O:49][N:48]=3)=[CH:37][CH:36]=2)=[C:32]([O:53][CH2:54][CH2:55][O:56][Si](C(C)(C)C)(C)C)[N:31]=[C:30]([CH3:64])[N:29]=1)[CH2:25][CH2:26][CH3:27].O. The catalyst is CCCCCC.C(OCC)(=O)C. The product is [CH2:24]([C:28]1[C:33]([CH2:34][C:35]2[CH:36]=[CH:37][C:38]([C:41]3[CH:46]=[CH:45][CH:44]=[CH:43][C:42]=3[C:47]3[NH:51][C:50](=[O:52])[O:49][N:48]=3)=[CH:39][CH:40]=2)=[C:32]([O:53][CH2:54][CH2:55][OH:56])[N:31]=[C:30]([CH3:64])[N:29]=1)[CH2:25][CH2:26][CH3:27]. The yield is 0.600.